This data is from NCI-60 drug combinations with 297,098 pairs across 59 cell lines. The task is: Regression. Given two drug SMILES strings and cell line genomic features, predict the synergy score measuring deviation from expected non-interaction effect. (1) Drug 1: C1=CC(=CC=C1CC(C(=O)O)N)N(CCCl)CCCl.Cl. Drug 2: C1CNP(=O)(OC1)N(CCCl)CCCl. Cell line: NCI-H460. Synergy scores: CSS=8.10, Synergy_ZIP=1.17, Synergy_Bliss=-2.90, Synergy_Loewe=-27.0, Synergy_HSA=-3.65. (2) Drug 1: C1=CC(=CC=C1CCC2=CNC3=C2C(=O)NC(=N3)N)C(=O)NC(CCC(=O)O)C(=O)O. Drug 2: C(CCl)NC(=O)N(CCCl)N=O. Cell line: MALME-3M. Synergy scores: CSS=12.6, Synergy_ZIP=-3.97, Synergy_Bliss=0.839, Synergy_Loewe=-9.40, Synergy_HSA=-0.678. (3) Drug 1: CC1C(C(CC(O1)OC2CC(CC3=C2C(=C4C(=C3O)C(=O)C5=C(C4=O)C(=CC=C5)OC)O)(C(=O)CO)O)N)O.Cl. Drug 2: CC1=CC2C(CCC3(C2CCC3(C(=O)C)OC(=O)C)C)C4(C1=CC(=O)CC4)C. Cell line: EKVX. Synergy scores: CSS=9.34, Synergy_ZIP=-3.48, Synergy_Bliss=-1.44, Synergy_Loewe=3.51, Synergy_HSA=2.29.